This data is from Full USPTO retrosynthesis dataset with 1.9M reactions from patents (1976-2016). The task is: Predict the reactants needed to synthesize the given product. (1) Given the product [Cl:30][CH2:29][CH2:28][CH2:27][CH2:26][N:13]1[C:12]([O:16][CH3:17])=[N:11][C:10]2[C:14]1=[N:15][C:7]([O:6][C@@H:2]([CH3:1])[CH2:3][CH2:4][CH3:5])=[N:8][C:9]=2[NH2:18], predict the reactants needed to synthesize it. The reactants are: [CH3:1][C@H:2]([O:6][C:7]1[NH:8][C:9]([NH2:18])=[C:10]2[C:14]([N:15]=1)=[N:13][C:12]([O:16][CH3:17])=[N:11]2)[CH2:3][CH2:4][CH3:5].C(=O)([O-])[O-].[K+].[K+].Br[CH2:26][CH2:27][CH2:28][CH2:29][Cl:30]. (2) The reactants are: N[C:2]1[CH:7]=[CH:6][C:5]([C:8]2[C:16]3[C:11](=[N:12][CH:13]=[N:14][C:15]=3[NH2:17])[O:10][N:9]=2)=[CH:4][CH:3]=1.[N:18]1C=CC=CC=1.[CH3:24][C:25]1[CH:26]=[C:27]([N:31]=[C:32]=[O:33])[CH:28]=[CH:29][CH:30]=1. Given the product [NH2:17][C:15]1[N:14]=[CH:13][N:12]=[C:11]2[O:10][N:9]=[C:8]([C:5]3[CH:6]=[CH:7][C:2]([N:31]([C:27]4[CH:28]=[CH:29][CH:30]=[C:25]([CH3:24])[CH:26]=4)[C:32]([NH2:18])=[O:33])=[CH:3][CH:4]=3)[C:16]=12, predict the reactants needed to synthesize it.